This data is from Peptide-MHC class I binding affinity with 185,985 pairs from IEDB/IMGT. The task is: Regression. Given a peptide amino acid sequence and an MHC pseudo amino acid sequence, predict their binding affinity value. This is MHC class I binding data. (1) The peptide sequence is MMLSPLVAL. The MHC is HLA-B08:01 with pseudo-sequence HLA-B08:01. The binding affinity (normalized) is 0.365. (2) The peptide sequence is TSTLQEQIAW. The MHC is HLA-A11:01 with pseudo-sequence HLA-A11:01. The binding affinity (normalized) is 0.